This data is from Peptide-MHC class I binding affinity with 185,985 pairs from IEDB/IMGT. The task is: Regression. Given a peptide amino acid sequence and an MHC pseudo amino acid sequence, predict their binding affinity value. This is MHC class I binding data. (1) The peptide sequence is FVFYKPKHST. The MHC is HLA-A02:01 with pseudo-sequence HLA-A02:01. The binding affinity (normalized) is 0. (2) The peptide sequence is WVSRFGERK. The MHC is HLA-A26:01 with pseudo-sequence HLA-A26:01. The binding affinity (normalized) is 0.0847. (3) The peptide sequence is DLFNRDKTE. The MHC is H-2-Db with pseudo-sequence H-2-Db. The binding affinity (normalized) is 0. (4) The peptide sequence is SRKASNTIL. The MHC is HLA-A02:06 with pseudo-sequence HLA-A02:06. The binding affinity (normalized) is 0.0847. (5) The peptide sequence is WVIDTLNGI. The MHC is HLA-A26:01 with pseudo-sequence HLA-A26:01. The binding affinity (normalized) is 0.0847. (6) The peptide sequence is IYHPQQFVYA. The MHC is HLA-B37:01 with pseudo-sequence HLA-B37:01. The binding affinity (normalized) is 0.0548. (7) The peptide sequence is DRKLARNSL. The MHC is HLA-A02:01 with pseudo-sequence HLA-A02:01. The binding affinity (normalized) is 0.